The task is: Binary Classification. Given a T-cell receptor sequence (or CDR3 region) and an epitope sequence, predict whether binding occurs between them.. This data is from TCR-epitope binding with 47,182 pairs between 192 epitopes and 23,139 TCRs. (1) The epitope is TPRVTGGGAM. The TCR CDR3 sequence is CASSSTSGGFTDTQYF. Result: 0 (the TCR does not bind to the epitope). (2) The epitope is GTSGSPIVNR. The TCR CDR3 sequence is CSVGQGMNTEAFF. Result: 0 (the TCR does not bind to the epitope). (3) The TCR CDR3 sequence is CASRGSGVYEQYF. Result: 0 (the TCR does not bind to the epitope). The epitope is HTDFSSEIIGY. (4) The epitope is RAKFKQLL. The TCR CDR3 sequence is CASSTDRAAQPQHF. Result: 1 (the TCR binds to the epitope). (5) The epitope is NLNESLIDL. The TCR CDR3 sequence is CASSPDISNQPQHF. Result: 0 (the TCR does not bind to the epitope).